Dataset: Catalyst prediction with 721,799 reactions and 888 catalyst types from USPTO. Task: Predict which catalyst facilitates the given reaction. (1) Reactant: C([N:8]1[C:12]([C:13]2([CH2:23][CH3:24])[CH2:21][C:20]3[C:15](=[CH:16][CH:17]=[C:18]([F:22])[CH:19]=3)[CH2:14]2)=[CH:11][N:10]=[CH:9]1)C1C=CC=CC=1.C([O-])=O.[NH4+]. Product: [CH2:23]([C:13]1([C:12]2[N:8]=[CH:9][NH:10][CH:11]=2)[CH2:21][C:20]2[C:15](=[CH:16][CH:17]=[C:18]([F:22])[CH:19]=2)[CH2:14]1)[CH3:24]. The catalyst class is: 63. (2) Reactant: [Cl:1][C:2]1[CH:26]=[CH:25][C:5]([CH2:6][NH:7][C:8]2[CH:13]=[C:12]([O:14][CH2:15][C:16]3[C:21]([F:22])=[CH:20][CH:19]=[CH:18][N:17]=3)[C:11]([I:23])=[CH:10][C:9]=2[CH3:24])=[C:4]([N+:27]([O-])=O)[CH:3]=1.[Cl-].[Ca+2].[Cl-].O. Product: [NH2:27][C:4]1[CH:3]=[C:2]([Cl:1])[CH:26]=[CH:25][C:5]=1[CH2:6][NH:7][C:8]1[CH:13]=[C:12]([O:14][CH2:15][C:16]2[C:21]([F:22])=[CH:20][CH:19]=[CH:18][N:17]=2)[C:11]([I:23])=[CH:10][C:9]=1[CH3:24]. The catalyst class is: 8. (3) Reactant: N#N.Br[C:4]1[N:5]=[C:6]([C:9]([CH3:17])([CH3:16])[O:10][SiH2:11][C:12]([CH3:15])([CH3:14])[CH3:13])[S:7][CH:8]=1.[Li]CCCC.CN(C)[C:25](=[O:27])[CH3:26].[NH4+].[Cl-]. Product: [C:12]([SiH2:11][O:10][C:9]([CH3:17])([CH3:16])[C:6]1[S:7][CH:8]=[C:4]([C:25](=[O:27])[CH3:26])[N:5]=1)([CH3:15])([CH3:14])[CH3:13]. The catalyst class is: 28. (4) Reactant: [Cl:1][CH2:2][C:3](=[CH2:23])[CH2:4][CH:5]1[CH2:10][C:9]2[CH:11]=[CH:12][CH:13]=[CH:14][C:8]=2[N:7]([C:15]2[CH:20]=[CH:19][CH:18]=[CH:17][CH:16]=2)[S:6]1(=[O:22])=[O:21].[CH3:24][NH2:25]. Product: [ClH:1].[O:21]=[S:6]1(=[O:22])[CH:5]([CH2:4][C:3](=[CH2:23])[CH2:2][NH:25][CH3:24])[CH2:10][C:9]2[CH:11]=[CH:12][CH:13]=[CH:14][C:8]=2[N:7]1[C:15]1[CH:20]=[CH:19][CH:18]=[CH:17][CH:16]=1. The catalyst class is: 8. (5) Product: [NH2:24][C:20]1[CH:19]=[C:18]([CH:23]=[CH:22][CH:21]=1)[CH2:17][N:16]1[C:10]2[CH:9]=[C:8]([NH:7][C:5]3[CH:4]=[N:3][N:2]([CH3:1])[CH:6]=3)[N:13]=[CH:12][C:11]=2[CH:14]=[N:15]1. Reactant: [CH3:1][N:2]1[CH:6]=[C:5]([NH:7][C:8]2[N:13]=[CH:12][C:11]3[CH:14]=[N:15][N:16]([CH2:17][C:18]4[CH:23]=[CH:22][CH:21]=[C:20]([N+:24]([O-])=O)[CH:19]=4)[C:10]=3[CH:9]=2)[CH:4]=[N:3]1.Cl.[H][H]. The catalyst class is: 19. (6) Reactant: O=C1CCC(=O)N1[O:8][C:9](=[O:18])[CH2:10][CH2:11][CH2:12][CH2:13][CH2:14][N:15]=[N+:16]=[N-:17].BrCCCCCC(O)=O.[N-]=[N+]=[N-].[Na+]. Product: [N:15]([CH2:14][CH2:13][CH2:12][CH2:11][CH2:10][C:9]([OH:18])=[O:8])=[N+:16]=[N-:17]. The catalyst class is: 174. (7) Reactant: C1(C)C=CC(S(O)(=O)=O)=CC=1.CO[CH:14](OC)[C:15]1[CH:20]=[CH:19][C:18]([O:21][CH3:22])=[CH:17][CH:16]=1.[OH:25][CH2:26][CH2:27][C@H:28]([OH:40])[CH2:29][CH2:30][CH2:31][CH2:32][CH2:33][CH2:34][CH2:35][CH2:36][CH2:37][CH2:38][CH3:39].C(OCC)(=O)C. Product: [CH3:22][O:21][C:18]1[CH:19]=[CH:20][C:15]([CH:14]2[O:40][C@H:28]([CH2:29][CH2:30][CH2:31][CH2:32][CH2:33][CH2:34][CH2:35][CH2:36][CH2:37][CH2:38][CH3:39])[CH2:27][CH2:26][O:25]2)=[CH:16][CH:17]=1. The catalyst class is: 9.